This data is from Peptide-MHC class I binding affinity with 185,985 pairs from IEDB/IMGT. The task is: Regression. Given a peptide amino acid sequence and an MHC pseudo amino acid sequence, predict their binding affinity value. This is MHC class I binding data. (1) The peptide sequence is EQRLPLLPK. The binding affinity (normalized) is 0.354. The MHC is HLA-A03:01 with pseudo-sequence HLA-A03:01. (2) The peptide sequence is QGWKGSPAI. The MHC is HLA-B44:02 with pseudo-sequence HLA-B44:02. The binding affinity (normalized) is 0. (3) The peptide sequence is FRYKSRCYV. The MHC is HLA-B46:01 with pseudo-sequence HLA-B46:01. The binding affinity (normalized) is 0.0847.